Dataset: Catalyst prediction with 721,799 reactions and 888 catalyst types from USPTO. Task: Predict which catalyst facilitates the given reaction. (1) Reactant: [Cl-].[C:2]([O:6][C:7](=[O:10])[CH2:8][Zn+])([CH3:5])([CH3:4])[CH3:3].[Br:11][C:12]1[CH:13]=[C:14]2[C:25](=[CH:26][CH:27]=1)[O:24][C:17]1[C:18]([F:23])=[N:19][C:20]([Cl:22])=[CH:21][C:16]=1[C:15]2=[O:28]. Product: [Br:11][C:12]1[CH:13]=[C:14]2[C:25](=[CH:26][CH:27]=1)[O:24][C:17]1[C:18]([F:23])=[N:19][C:20]([Cl:22])=[CH:21][C:16]=1[C:15]2([CH2:8][C:7]([O:6][C:2]([CH3:5])([CH3:4])[CH3:3])=[O:10])[OH:28]. The catalyst class is: 1. (2) Reactant: [CH3:1][C@@H:2]1[CH2:31][NH:30][C@H:5]2[C@@H:6]([CH3:29])[C@:7]3([C:25]([CH3:26])=[C:24]4[C@H:11]([C@H:12]5[C@H:21]([C:22]4=[O:23])[C@:20]4([CH3:27])[C:15]([CH2:16][C@@H:17]([OH:28])[CH2:18][CH2:19]4)=[CH:14][CH2:13]5)[CH2:10][CH2:9]3)[O:8][C@@H:4]2[CH2:3]1.[ClH:32]. Product: [CH3:1][C@@H:2]1[CH2:31][NH:30][C@H:5]2[C@@H:6]([CH3:29])[C@:7]3([C:25]([CH3:26])=[C:24]4[C@H:11]([C@H:12]5[C@H:21]([C:22]4=[O:23])[C@:20]4([CH3:27])[C:15]([CH2:16][C@@H:17]([OH:28])[CH2:18][CH2:19]4)=[CH:14][CH2:13]5)[CH2:10][CH2:9]3)[O:8][C@@H:4]2[CH2:3]1.[ClH:32]. The catalyst class is: 8. (3) Reactant: [OH-].[Na+].[CH:3]1([NH:9][C:10]2[C:15]([C:16]([O:18]CC)=[O:17])=[CH:14][N:13]=[C:12]3[NH:21][N:22]=[CH:23][C:11]=23)[CH2:8][CH2:7][CH2:6][CH2:5][CH2:4]1. Product: [CH:3]1([NH:9][C:10]2[C:15]([C:16]([OH:18])=[O:17])=[CH:14][N:13]=[C:12]3[NH:21][N:22]=[CH:23][C:11]=23)[CH2:4][CH2:5][CH2:6][CH2:7][CH2:8]1. The catalyst class is: 38. (4) Reactant: [CH3:1][C:2]1([C:5]([OH:7])=O)[CH2:4][CH2:3]1.CCN=C=NCCCN(C)C.C1C=C2N=NN(O)C2=CC=1.O.CCN(C(C)C)C(C)C.[NH2:39][CH2:40][C:41]1[C:42](=[O:58])[N:43]2[CH2:50][CH2:49][C@H:48]([C:51]3[CH:56]=[CH:55][C:54]([Cl:57])=[CH:53][CH:52]=3)[N:47]=[C:44]2[NH:45][N:46]=1. Product: [Cl:57][C:54]1[CH:55]=[CH:56][C:51]([C@H:48]2[CH2:49][CH2:50][N:43]3[C:44]([NH:45][N:46]=[C:41]([CH2:40][NH:39][C:5]([C:2]4([CH3:1])[CH2:4][CH2:3]4)=[O:7])[C:42]3=[O:58])=[N:47]2)=[CH:52][CH:53]=1. The catalyst class is: 3. (5) Reactant: I[CH2:2][CH:3]1[CH2:7][CH2:6][CH2:5][CH2:4]1.CCOCC.[Mg].[CH3:14][N:15]([CH3:28])[C:16]1(C#N)[CH2:25][CH2:24][C:19]2([O:23][CH2:22][CH2:21][O:20]2)[CH2:18][CH2:17]1. Product: [CH:3]1([CH2:2][C:16]2([N:15]([CH3:28])[CH3:14])[CH2:25][CH2:24][C:19]3([O:23][CH2:22][CH2:21][O:20]3)[CH2:18][CH2:17]2)[CH2:7][CH2:6][CH2:5][CH2:4]1. The catalyst class is: 1. (6) Reactant: [Cl:1][C:2]1[CH:7]=[CH:6][C:5]([C:8]([NH2:11])([CH3:10])[CH3:9])=[CH:4][C:3]=1[CH3:12].CC(C)([O-])C.[K+].[I:19][C:20]1[CH:25]=[CH:24][CH:23]=[C:22](I)[CH:21]=1.CCOCC. Product: [Cl:1][C:2]1[CH:7]=[CH:6][C:5]([C:8]([NH:11][C:22]2[CH:23]=[CH:24][CH:25]=[C:20]([I:19])[CH:21]=2)([CH3:9])[CH3:10])=[CH:4][C:3]=1[CH3:12]. The catalyst class is: 57. (7) Reactant: [H-].[Na+].[CH3:3][CH:4](C(=O)C)[C:5]([O:7][CH2:8][CH3:9])=[O:6].S([N:23]=[N+:24]=[N-])(C1C=CC(C)=CC=1)(=O)=O. Product: [N+:23](=[C:4]([CH3:3])[C:5]([O:7][CH2:8][CH3:9])=[O:6])=[N-:24]. The catalyst class is: 27. (8) Reactant: [CH2:1]([N:8]1[C:16]2[C:15]([CH3:17])=[C:14]([CH3:18])[N:13]=[C:12]([N:19](CC=C)CC=C)[C:11]=2[NH:10][C:9]1=[O:26])[C:2]1[CH:7]=[CH:6][CH:5]=[CH:4][CH:3]=1.C(#N)C. Product: [CH2:1]([N:8]1[C:16]2[C:15]([CH3:17])=[C:14]([CH3:18])[N:13]=[C:12]([NH2:19])[C:11]=2[NH:10][C:9]1=[O:26])[C:2]1[CH:7]=[CH:6][CH:5]=[CH:4][CH:3]=1. The catalyst class is: 6. (9) Product: [Br:1][C:2]1[CH:3]=[CH:4][C:5]2[O:14][C:13]3[C:12](=[O:15])[NH:11][C:10]([C:16]4[CH:21]=[CH:20][C:19]([NH:22][C:23]([C:25]5[N:30]=[CH:29][C:28]([C:31]([OH:33])=[O:32])=[CH:27][CH:26]=5)=[O:24])=[CH:18][C:17]=4[Cl:35])=[N:9][C:8]=3[C:6]=2[CH:7]=1. The catalyst class is: 36. Reactant: [Br:1][C:2]1[CH:3]=[CH:4][C:5]2[O:14][C:13]3[C:12](=[O:15])[NH:11][C:10]([C:16]4[CH:21]=[CH:20][C:19]([NH:22][C:23]([C:25]5[N:30]=[CH:29][C:28]([C:31]([O:33]C)=[O:32])=[CH:27][CH:26]=5)=[O:24])=[CH:18][C:17]=4[Cl:35])=[N:9][C:8]=3[C:6]=2[CH:7]=1.O.[Li+].[OH-].Cl.